Task: Predict the reaction yield, written as a fraction of the theoretical maximum amount of product (1.0 means a 100% yield; for example, 0.34 means a 34% yield).. Dataset: Reaction yield outcomes from USPTO patents with 853,638 reactions (1) The reactants are O[C:2]1[C:11]2[C:6](=[N:7][CH:8]=[CH:9][CH:10]=2)[N:5]([C:12]2[CH:17]=[CH:16][CH:15]=[CH:14][CH:13]=2)[C:4](=[O:18])[C:3]=1[C:19](=O)[CH2:20][CH2:21][C:22]1[CH:27]=[CH:26][CH:25]=[CH:24][C:23]=1[N+:28]([O-:30])=[O:29].O.[NH2:33][NH2:34].O. The catalyst is CN(C=O)C. The product is [N+:28]([C:23]1[CH:24]=[CH:25][CH:26]=[CH:27][C:22]=1[CH2:21][CH2:20][C:19]1[C:3]2[C:4](=[O:18])[N:5]([C:12]3[CH:17]=[CH:16][CH:15]=[CH:14][CH:13]=3)[C:6]3[N:7]=[CH:8][CH:9]=[CH:10][C:11]=3[C:2]=2[NH:34][N:33]=1)([O-:30])=[O:29]. The yield is 0.950. (2) The reactants are [CH2:1]([O:8][C:9]1[C:10]([CH2:27][OH:28])=[N:11][CH:12]=[C:13]([C:25]=1[OH:26])[C:14]([NH:16][CH2:17][C:18]1[CH:23]=[CH:22][C:21]([F:24])=[CH:20][CH:19]=1)=[O:15])[C:2]1[CH:7]=[CH:6][CH:5]=[CH:4][CH:3]=1. The catalyst is C(Cl)(Cl)Cl.[O-2].[O-2].[Mn+4]. The product is [CH2:1]([O:8][C:9]1[C:10]([CH:27]=[O:28])=[N:11][CH:12]=[C:13]([C:25]=1[OH:26])[C:14]([NH:16][CH2:17][C:18]1[CH:19]=[CH:20][C:21]([F:24])=[CH:22][CH:23]=1)=[O:15])[C:2]1[CH:7]=[CH:6][CH:5]=[CH:4][CH:3]=1. The yield is 0.840. (3) The reactants are [NH2:1][C:2]1[CH:29]=[CH:28][C:5]([O:6][C:7]2[C:12]3=[C:13]([CH3:27])[C:14]([C:16]([NH:18][CH2:19][CH2:20][N:21]4[CH2:26][CH2:25][O:24][CH2:23][CH2:22]4)=[O:17])=[CH:15][N:11]3[N:10]=[CH:9][N:8]=2)=[C:4]([F:30])[CH:3]=1.CCN(CC)CC.[F:38][C:39]1[CH:47]=[CH:46][C:45]([CH3:48])=[CH:44][C:40]=1[C:41]([Cl:43])=[O:42]. The catalyst is C1COCC1. The product is [ClH:43].[F:30][C:4]1[CH:3]=[C:2]([NH:1][C:41](=[O:42])[C:40]2[CH:44]=[C:45]([CH3:48])[CH:46]=[CH:47][C:39]=2[F:38])[CH:29]=[CH:28][C:5]=1[O:6][C:7]1[C:12]2=[C:13]([CH3:27])[C:14]([C:16]([NH:18][CH2:19][CH2:20][N:21]3[CH2:26][CH2:25][O:24][CH2:23][CH2:22]3)=[O:17])=[CH:15][N:11]2[N:10]=[CH:9][N:8]=1. The yield is 0.230. (4) The product is [CH:12]1([NH:11][C:10]2[N:5]3[N:4]=[C:3]([C:17]4[CH:22]=[CH:21][C:20]([F:23])=[CH:19][CH:18]=4)[C:2]([C:29]4[CH:28]=[CH:27][N:26]=[C:25]([F:24])[CH:30]=4)=[C:6]3[CH:7]=[CH:8][CH:9]=2)[CH2:16][CH2:15][CH2:14][CH2:13]1. The reactants are Br[C:2]1[C:3]([C:17]2[CH:22]=[CH:21][C:20]([F:23])=[CH:19][CH:18]=2)=[N:4][N:5]2[C:10]([NH:11][CH:12]3[CH2:16][CH2:15][CH2:14][CH2:13]3)=[CH:9][CH:8]=[CH:7][C:6]=12.[F:24][C:25]1[CH:30]=[C:29](B(O)O)[CH:28]=[CH:27][N:26]=1. The yield is 0.720. No catalyst specified.